From a dataset of NCI-60 drug combinations with 297,098 pairs across 59 cell lines. Regression. Given two drug SMILES strings and cell line genomic features, predict the synergy score measuring deviation from expected non-interaction effect. Drug 1: CCCS(=O)(=O)NC1=C(C(=C(C=C1)F)C(=O)C2=CNC3=C2C=C(C=N3)C4=CC=C(C=C4)Cl)F. Drug 2: C1=CC(=CC=C1C#N)C(C2=CC=C(C=C2)C#N)N3C=NC=N3. Cell line: K-562. Synergy scores: CSS=-5.33, Synergy_ZIP=0.0221, Synergy_Bliss=-2.25, Synergy_Loewe=-16.3, Synergy_HSA=-4.71.